This data is from Drug-target binding data from BindingDB using IC50 measurements. The task is: Regression. Given a target protein amino acid sequence and a drug SMILES string, predict the binding affinity score between them. We predict pIC50 (pIC50 = -log10(IC50 in M); higher means more potent). Dataset: bindingdb_ic50. (1) The drug is CS(=O)(=O)Nc1ccc(-c2csc(/N=C3/NC(=O)CS3)n2)cc1. The target protein sequence is MLARALLLCAVLALSHTANPCCSHPCQNRGVCMSVGFDQYKCDCTRTGFYGENCSTPEFLTRIKLFLKPTPNTVHYILTHFKGFWNVVNNIPFLRNAIMSYVLTSRSHLIDSPPTYNADYGYKSWEAFSNLSYYTRALPPVPDDCPTPLGVKGKKQLPDSNEIVGKLLLRRKFIPDPQGSNMMFAFFAQHFTHQFFKTDHKRGPAFTNGLGHGVDLNHIYGETLARQRKLRLFKDGKMKYQIIDGEMYPPTVKDTQAEMIYPPQVPEHLRFAVGQEVFGLVPGLMMYATIWLREHNRVCDVLKQEHPEWGDEQLFQTSRLILIGETIKIVIEDYVQHLSGYHFKLKFDPELLFNKQFQYQNRIAAEFNTLYHWHPLLPDTFQIHDQKYNYQQFIYNNSILLEHGITQFVESFTRQIAGRVAGGRNVPPAVQKVSQASIDQSRQMKYQSFNEYRKRFMLKPYESFEELTGEKEMSAELEALYGDIDAVELYPALLVEKPRP.... The pIC50 is 5.3. (2) The drug is c1ccc(CCn2c(C3CC3)nc3ccccc32)cc1. The target protein (P35561) has sequence MGSVRTNRYSIVSSEEDGMKLATMAVANGFGNGKSKVHTRQQCRSRFVKKDGHCNVQFINVGEKGQRYLADIFTTCVDIRWRWMLVIFCLAFVLSWLFFGCVFWLIALLHGDLDTSKVSKACVSEVNSFTAAFLFSIETQTTIGYGFRCVTDECPIAVFMVVFQSIVGCIIDAFIIGAVMAKMAKPKKRNETLVFSHNAVIAMRDGKLCLMWRVGNLRKSHLVEAHVRAQLLKSRITSEGEYIPLDQIDINVGFDSGIDRIFLVSPITIVHEIDEDSPLYDLSKQDIDNADFEIVVILEGMVEATAMTTQCRSSYLANEILWGHRYEPVLFEEKHYYKVDYSRFHKTYEVPNTPLCSARDLAEKKYILSNANSFCYENEVALTSKEEEEDSENGVPESTSTDSPPGIDLHNQASVPLEPRPLRRESEI. The pIC50 is 4.6. (3) The small molecule is NC(=O)[C@@H]1CCCN1C(=O)[C@H](Cc1cn(Cc2ccccc2)c(I)n1)NC(=O)[C@@H]1CCC(=O)N1. The target protein sequence is MDGPSNVSLVHGDTTLGLPEYKVVSVLLVLLVCTVGIVGNAMVVLVVLTSRDMHTPTNCYLVSLALADLIVLLAAGLPNVSDSLVGHWIYGHAGCLGITYFQYLGINVSSCSILAFTVERYIAICHPMRAQTVCTVARARRIIAGIWGVTSLYCLLWFFLVDLNVRDNQRLECGYKVSRGLYLPIYLLDFAVFFIAPLLGTLVLYGFIGRILFQSPLSQEAWQKERQSHGQSEGTPGNCSRSKSSMSSRKQ. The pIC50 is 4.3. (4) The compound is CC(C)(C)c1cc(CN2CCc3cc(S(=O)(=O)Nc4ccc(OCCC5CCOCC5)cc4F)ccc3C2)ccn1. The target protein (Q3SYC2) has sequence MVEFAPLFMPWERRLQTLAVLQFVFSFLALAEICTVGFIALLFTRFWLLTVLYAAWWYLDRDKPRQGGRHIQAIRCWTIWKYMKDYFPISLVKTAELDPSRNYIAGFHPHGVLAVGAFANLCTESTGFSSIFPGIRPHLMMLTLWFRAPFFRDYIMSAGLVTSEKESAAHILNRKGGGNLLGIIVGGAQEALDARPGSFTLLLRNRKGFVRLALTHGAPLVPIFSFGENDLFDQIPNSSGSWLRYIQNRLQKIMGISLPLFHGRGVFQYSFGLIPYRRPITTVVGKPIEVQKTLHPSEEEVNQLHQRYIKELCNLFEAHKLKFNIPADQHLEFC. The pIC50 is 6.6. (5) The drug is COCCOc1ccccc1C(=O)Nc1cc2c(cc1OC(C)C)n(C)c(=O)n2C. The target protein (P55201) has sequence MGVDFDVKTFCHNLRATKPPYECPVETCRKVYKSYSGIEYHLYHYDHDNPPPPQQTPLRKHKKKGRQSRPANKQSPSPSEVSQSPGREVMSYAQAQRMVEVDLHGRVHRISIFDNLDVVSEDEEAPEEAPENGSNKENTETPAATPKSGKHKNKEKRKDSNHHHHHNVSASTTPKLPEVVYRELEQDTPDAPPRPTSYYRYIEKSAEELDEEVEYDMDEEDYIWLDIMNERRKTEGVSPIPQEIFEYLMDRLEKESYFESHNKGDPNALVDEDAVCCICNDGECQNSNVILFCDMCNLAVHQECYGVPYIPEGQWLCRRCLQSPSRAVDCALCPNKGGAFKQTDDGRWAHVVCALWIPEVCFANTVFLEPIDSIEHIPPARWKLTCYICKQRGSGACIQCHKANCYTAFHVTCAQQAGLYMKMEPVRETGANGTSFSVRKTAYCDIHTPPGSARRLPALSHSEGEEDEDEEEDEGKGWSSEKVKKAKAKSRIKMKKARKI.... The pIC50 is 7.0. (6) The compound is CC(C)(C)NS(=O)(=O)C[C@H](C1CC1)N1C(=O)[C@@](C)(CC(=O)O)C[C@H](c2cccc(Cl)c2)C1c1ccc(Cl)cc1. The target protein sequence is MCNTNMSVPTDGAVTTSQIPASEQETLVRPKPLLLKLLKSVGAQKDTYTMKEVLFYLGQYIMTKRLYDEKQQHIVYCSNDLLGDLFGVPSFSVKEHRKIYTMIYRNLVVVNQQESSDSGTSVSENRCHLEGGSDQKDLVQELQEEKPSSSHLVSRPSTSSRRRAISETEENSDELSGERQRKRHKSDS. The pIC50 is 9.7.